Dataset: Forward reaction prediction with 1.9M reactions from USPTO patents (1976-2016). Task: Predict the product of the given reaction. Given the reactants [F:1][C:2]1[CH:7]=[C:6]([CH:8]2OC(C)(C)C(C)(C)O2)[CH:5]=[CH:4][C:3]=1[C:17]1[CH:26]=[N:25][C:24]2[NH:23][CH2:22][CH2:21][O:20][C:19]=2[CH:18]=1.Br[C:28]1[CH:33]=[CH:32][CH:31]=C[C:29]=1[S:34]([NH2:37])(=[O:36])=[O:35], predict the reaction product. The product is: [O:20]1[CH2:21][CH2:22][NH:23][C:24]2[N:25]=[CH:26][C:17]([C:3]3[CH:4]=[CH:5][C:6]([C:8]4[C:29]([S:34]([NH2:37])(=[O:36])=[O:35])=[CH:28][CH:33]=[CH:32][CH:31]=4)=[CH:7][C:2]=3[F:1])=[CH:18][C:19]1=2.